This data is from Full USPTO retrosynthesis dataset with 1.9M reactions from patents (1976-2016). The task is: Predict the reactants needed to synthesize the given product. (1) The reactants are: [CH2:1]([C:8]1[CH:15]=[CH:14][C:11](C=O)=[C:10]([B:16]2[O:20][C:19](C)(C)C(C)(C)[O:17]2)[CH:9]=1)[C:2]1[CH:7]=[CH:6][CH:5]=[CH:4][CH:3]=1.Br[CH2:26][C:27]([O:29][CH2:30][CH3:31])=[O:28]. Given the product [CH2:30]([O:29][C:27](=[O:28])[CH2:26][CH:19]1[O:20][B:16]([OH:17])[C:10]2[CH:9]=[C:8]([CH2:1][C:2]3[CH:3]=[CH:4][CH:5]=[CH:6][CH:7]=3)[CH:15]=[CH:14][C:11]1=2)[CH3:31], predict the reactants needed to synthesize it. (2) Given the product [C:1]([O:5][C:6]([N:8]1[C:13]([CH3:21])=[CH:12][C:11]([Cl:14])=[CH:10][CH:9]1[CH2:15][CH2:16][CH2:17][CH2:18][CH2:19][CH3:20])=[O:7])([CH3:4])([CH3:3])[CH3:2], predict the reactants needed to synthesize it. The reactants are: [C:1]([O:5][C:6]([N:8]1[CH:13]=[CH:12][C:11]([Cl:14])=[CH:10][CH:9]1[CH2:15][CH2:16][CH2:17][CH2:18][CH2:19][CH3:20])=[O:7])([CH3:4])([CH3:3])[CH3:2].[CH2:21]([Li])CCC.IC.O.